Dataset: NCI-60 drug combinations with 297,098 pairs across 59 cell lines. Task: Regression. Given two drug SMILES strings and cell line genomic features, predict the synergy score measuring deviation from expected non-interaction effect. (1) Drug 1: COC1=NC(=NC2=C1N=CN2C3C(C(C(O3)CO)O)O)N. Drug 2: CC1=C2C(C(=O)C3(C(CC4C(C3C(C(C2(C)C)(CC1OC(=O)C(C(C5=CC=CC=C5)NC(=O)OC(C)(C)C)O)O)OC(=O)C6=CC=CC=C6)(CO4)OC(=O)C)O)C)O. Cell line: SK-MEL-5. Synergy scores: CSS=1.94, Synergy_ZIP=0.279, Synergy_Bliss=-2.64, Synergy_Loewe=-2.89, Synergy_HSA=-3.45. (2) Drug 1: CS(=O)(=O)C1=CC(=C(C=C1)C(=O)NC2=CC(=C(C=C2)Cl)C3=CC=CC=N3)Cl. Drug 2: C(=O)(N)NO. Cell line: M14. Synergy scores: CSS=-1.96, Synergy_ZIP=3.56, Synergy_Bliss=4.56, Synergy_Loewe=0.0768, Synergy_HSA=-0.415. (3) Drug 1: C1CC(C1)(C(=O)O)C(=O)O.[NH2-].[NH2-].[Pt+2]. Drug 2: C(CC(=O)O)C(=O)CN.Cl. Cell line: HCT-15. Synergy scores: CSS=-5.04, Synergy_ZIP=3.77, Synergy_Bliss=4.39, Synergy_Loewe=0.307, Synergy_HSA=-2.77. (4) Drug 1: CN1C2=C(C=C(C=C2)N(CCCl)CCCl)N=C1CCCC(=O)O.Cl. Synergy scores: CSS=6.73, Synergy_ZIP=-1.89, Synergy_Bliss=-1.40, Synergy_Loewe=0.526, Synergy_HSA=0.525. Cell line: LOX IMVI. Drug 2: C1CN(P(=O)(OC1)NCCCl)CCCl.